This data is from Forward reaction prediction with 1.9M reactions from USPTO patents (1976-2016). The task is: Predict the product of the given reaction. (1) Given the reactants [NH:1]1[C:9]2[C:4](=[CH:5][CH:6]=[CH:7][CH:8]=2)[CH:3]=[CH:2]1.[CH2:10]([N:12](CC)[CH2:13]C)C.[C:17](Cl)(=[O:20])[CH:18]=[CH2:19].[CH2:22](Cl)Cl, predict the reaction product. The product is: [CH3:10][N:12]([CH2:13][C:2]1[N:1]([CH3:22])[C:9]2[C:4]([CH:3]=1)=[CH:5][CH:6]=[CH:7][CH:8]=2)[C:17](=[O:20])[CH:18]=[CH2:19]. (2) Given the reactants [S:1]1[CH:5]=[CH:4][C:3]2[C:6](=O)[CH2:7][CH2:8][C:2]1=2.[N:10]([C:13]1[CH:18]=[CH:17][C:16]([O:19][CH3:20])=[CH:15][CH:14]=1)=[C:11]=S.C[Si](C)(C)[Si](C)(C)C.[Li].O.[NH2:31][NH2:32], predict the reaction product. The product is: [S:1]1[CH:5]=[CH:4][C:3]2[C:6]3[NH:31][N:32]=[C:11]([NH:10][C:13]4[CH:18]=[CH:17][C:16]([O:19][CH3:20])=[CH:15][CH:14]=4)[C:7]=3[CH2:8][C:2]1=2. (3) Given the reactants [CH2:1]([O:8][C:9]1[CH:14]=[CH:13][C:12]([N:15]2[C:19](=[O:20])[CH2:18][CH:17]([C:21]([OH:23])=O)[CH2:16]2)=[CH:11][CH:10]=1)[C:2]1[CH:7]=[CH:6][CH:5]=[CH:4][CH:3]=1.S(Cl)([Cl:26])=O, predict the reaction product. The product is: [CH2:1]([O:8][C:9]1[CH:14]=[CH:13][C:12]([N:15]2[C:19](=[O:20])[CH2:18][CH:17]([C:21]([Cl:26])=[O:23])[CH2:16]2)=[CH:11][CH:10]=1)[C:2]1[CH:7]=[CH:6][CH:5]=[CH:4][CH:3]=1. (4) Given the reactants [N+:1]([C:4]1[CH:9]=[CH:8][CH:7]=[CH:6][C:5]=1B(O)O)([O-:3])=[O:2].[CH2:13]([O:20][C:21]1[CH:22]=[CH:23][C:24](Br)=[N:25][CH:26]=1)[C:14]1[CH:19]=[CH:18][CH:17]=[CH:16][CH:15]=1.C(=O)([O-])[O-].[K+].[K+].O, predict the reaction product. The product is: [CH2:13]([O:20][C:21]1[CH:22]=[CH:23][C:24]([C:5]2[CH:6]=[CH:7][CH:8]=[CH:9][C:4]=2[N+:1]([O-:3])=[O:2])=[N:25][CH:26]=1)[C:14]1[CH:15]=[CH:16][CH:17]=[CH:18][CH:19]=1.